From a dataset of Full USPTO retrosynthesis dataset with 1.9M reactions from patents (1976-2016). Predict the reactants needed to synthesize the given product. Given the product [Cl:27][C:24]1[CH:25]=[CH:26][C:21]([O:20][CH2:19][CH2:18][S:17][C:9]2[N:8]([CH2:7][C:6]([OH:28])=[O:5])[C:12]3[CH:13]=[CH:14][CH:15]=[CH:16][C:11]=3[N:10]=2)=[CH:22][CH:23]=1, predict the reactants needed to synthesize it. The reactants are: C([O:5][C:6](=[O:28])[CH2:7][N:8]1[C:12]2[CH:13]=[CH:14][CH:15]=[CH:16][C:11]=2[N:10]=[C:9]1[S:17][CH2:18][CH2:19][O:20][C:21]1[CH:26]=[CH:25][C:24]([Cl:27])=[CH:23][CH:22]=1)(C)(C)C.